This data is from Forward reaction prediction with 1.9M reactions from USPTO patents (1976-2016). The task is: Predict the product of the given reaction. (1) Given the reactants [F:1][C:2]1([F:6])[CH2:5][NH:4][CH2:3]1.[C:7]1([C:13](=[O:16])[CH:14]=[CH2:15])[CH:12]=[CH:11][CH:10]=[CH:9][CH:8]=1, predict the reaction product. The product is: [F:1][C:2]1([F:6])[CH2:5][N:4]([CH2:15][CH2:14][C:13]([C:7]2[CH:12]=[CH:11][CH:10]=[CH:9][CH:8]=2)=[O:16])[CH2:3]1. (2) Given the reactants [CH:1]1([C:4]([N:6]2[CH2:10][CH2:9][C@@H:8]([CH2:11][NH:12][C:13]3[C:20]([N+:21]([O-])=O)=[CH:19][CH:18]=[CH:17][C:14]=3[C:15]#[N:16])[CH2:7]2)=[O:5])[CH2:3][CH2:2]1, predict the reaction product. The product is: [NH2:21][C:20]1[C:13]([NH:12][CH2:11][C@@H:8]2[CH2:9][CH2:10][N:6]([C:4]([CH:1]3[CH2:2][CH2:3]3)=[O:5])[CH2:7]2)=[C:14]([CH:17]=[CH:18][CH:19]=1)[C:15]#[N:16]. (3) Given the reactants C([O:5][C:6](=[O:22])[CH2:7][NH:8][C:9]1[CH:10]=[N:11][C:12]([C:15]2[CH:20]=[CH:19][C:18]([F:21])=[CH:17][CH:16]=2)=[CH:13][CH:14]=1)(C)(C)C.[C:23]([OH:29])([C:25]([F:28])([F:27])[F:26])=[O:24], predict the reaction product. The product is: [F:26][C:25]([F:28])([F:27])[C:23]([OH:29])=[O:24].[F:21][C:18]1[CH:17]=[CH:16][C:15]([C:12]2[N:11]=[CH:10][C:9]([NH:8][CH2:7][C:6]([OH:22])=[O:5])=[CH:14][CH:13]=2)=[CH:20][CH:19]=1.